Dataset: Full USPTO retrosynthesis dataset with 1.9M reactions from patents (1976-2016). Task: Predict the reactants needed to synthesize the given product. (1) The reactants are: [NH2:1][CH2:2][C:3]1[N:8]=[C:7]([C:9]2[CH:14]=[CH:13][CH:12]=[CH:11][N:10]=2)[CH:6]=[C:5]([O:15][CH2:16][CH2:17][N:18]([CH2:21][CH3:22])[CH2:19][CH3:20])[CH:4]=1.[CH2:23]([N:25]([CH2:28][CH3:29])[CH2:26][CH3:27])[CH3:24].[S:30]1[CH:34]=[CH:33][CH:32]=[C:31]1[S:35](Cl)(=[O:37])=[O:36]. Given the product [CH2:19]([N:18]([CH2:21][CH3:22])[CH2:17][CH2:16][O:15][C:5]1[CH:4]=[C:3]([CH2:2][NH:1][S:35]([C:31]2[S:30][CH:34]=[CH:33][CH:32]=2)(=[O:37])=[O:36])[N:8]=[C:7]([C:9]2[CH:14]=[CH:13][CH:12]=[CH:11][N:10]=2)[CH:6]=1)[CH3:20].[CH2:19]([N:18]([CH2:21][CH3:22])[CH2:17][CH2:16][O:15][C:5]1[CH:4]=[C:3]([CH2:2][N:1]([CH2:2][C:3]2[N:8]=[C:7]([C:9]3[CH:14]=[CH:13][CH:12]=[CH:11][N:10]=3)[CH:6]=[C:5]([O:15][CH2:24][CH2:23][N:25]([CH2:28][CH3:29])[CH2:26][CH3:27])[CH:4]=2)[S:35]([C:31]2[S:30][CH:34]=[CH:33][CH:32]=2)(=[O:37])=[O:36])[N:8]=[C:7]([C:9]2[CH:14]=[CH:13][CH:12]=[CH:11][N:10]=2)[CH:6]=1)[CH3:20], predict the reactants needed to synthesize it. (2) The reactants are: O[CH2:2][CH2:3][C:4]1[CH:9]=[CH:8][C:7]([CH2:10][CH2:11][C:12]2[N:13]=[C:14]([NH:17][C:18](=[O:20])[CH3:19])[S:15][CH:16]=2)=[CH:6][CH:5]=1.C(Br)(Br)(Br)[Br:22].C1(P(C2C=CC=CC=2)C2C=CC=CC=2)C=CC=CC=1. Given the product [Br:22][CH2:2][CH2:3][C:4]1[CH:9]=[CH:8][C:7]([CH2:10][CH2:11][C:12]2[N:13]=[C:14]([NH:17][C:18](=[O:20])[CH3:19])[S:15][CH:16]=2)=[CH:6][CH:5]=1, predict the reactants needed to synthesize it. (3) Given the product [CH2:10]1[C@H:11]([CH2:13][NH:14][CH2:15][CH2:16][CH2:17][CH2:18][N:19]2[S:28](=[O:30])(=[O:29])[C:27]3[C:22](=[CH:23][CH:24]=[CH:25][CH:26]=3)[C:20]2=[O:21])[O:12][C:6]2[C:7](=[CH:8][CH:3]=[CH:4][CH:5]=2)[CH2:9]1.[ClH:2], predict the reactants needed to synthesize it. The reactants are: [Na+].[Cl-:2].[CH:3]1[CH:4]=[CH:5][C:6]2[O:12][C@@H:11]([CH2:13][NH:14][CH2:15][CH2:16][CH2:17][CH2:18][N:19]3[S:28](=[O:30])(=[O:29])[C:27]4[CH:26]=[CH:25][CH:24]=[CH:23][C:22]=4[C:20]3=[O:21])[CH2:10][CH2:9][C:7]=2[CH:8]=1. (4) Given the product [Cl:1][C:2]1[CH:3]=[C:4]([S:8]([CH:11]2[CH2:16][CH2:15][N:14]([C:18]3[C:23]([N+:24]([O-:26])=[O:25])=[CH:22][CH:21]=[CH:20][N:19]=3)[CH2:13][CH2:12]2)(=[O:10])=[O:9])[CH:5]=[CH:6][CH:7]=1, predict the reactants needed to synthesize it. The reactants are: [Cl:1][C:2]1[CH:3]=[C:4]([S:8]([CH:11]2[CH2:16][CH2:15][NH:14][CH2:13][CH2:12]2)(=[O:10])=[O:9])[CH:5]=[CH:6][CH:7]=1.Cl[C:18]1[C:23]([N+:24]([O-:26])=[O:25])=[CH:22][CH:21]=[CH:20][N:19]=1.CCN(C(C)C)C(C)C.